This data is from Reaction yield outcomes from USPTO patents with 853,638 reactions. The task is: Predict the reaction yield, written as a fraction of the theoretical maximum amount of product (1.0 means a 100% yield; for example, 0.34 means a 34% yield). (1) The reactants are [C:1](Cl)(=[O:8])[C:2]1[CH:7]=[CH:6][CH:5]=[CH:4][CH:3]=1.[NH2:10][C@@H:11]1[C:17](=[O:18])[N:16]2[C@H:19]([C:23]([O:25][C:26]([CH3:29])([CH3:28])[CH3:27])=[O:24])[CH2:20][CH2:21][CH2:22][N:15]2[C:14](=[O:30])[CH2:13][CH2:12]1.C(N(C(C)C)CC)(C)C. The catalyst is C(Cl)Cl. The product is [C:1]([NH:10][C@@H:11]1[C:17](=[O:18])[N:16]2[C@H:19]([C:23]([O:25][C:26]([CH3:28])([CH3:27])[CH3:29])=[O:24])[CH2:20][CH2:21][CH2:22][N:15]2[C:14](=[O:30])[CH2:13][CH2:12]1)(=[O:8])[C:2]1[CH:7]=[CH:6][CH:5]=[CH:4][CH:3]=1. The yield is 0.960. (2) The reactants are [OH:1][C:2]1[CH:7]=[CH:6][C:5]([N:8]2[CH:13]=[CH:12][C:11]([C:14]3[CH:19]=[CH:18][C:17]([C:20]([F:23])([F:22])[F:21])=[CH:16][CH:15]=3)=[CH:10][C:9]2=[O:24])=[CH:4][C:3]=1[O:25][CH3:26].[F-].[Cs+].[N+](C1C=C(S(O[CH2:42][C@H:43]2[CH2:45][O:44]2)(=O)=O)C=CC=1)([O-])=O. The catalyst is CN(C=O)C.C(Cl)Cl. The product is [CH3:26][O:25][C:3]1[CH:4]=[C:5]([N:8]2[CH:13]=[CH:12][C:11]([C:14]3[CH:19]=[CH:18][C:17]([C:20]([F:21])([F:22])[F:23])=[CH:16][CH:15]=3)=[CH:10][C:9]2=[O:24])[CH:6]=[CH:7][C:2]=1[O:1][CH2:42][C@H:43]1[CH2:45][O:44]1. The yield is 0.731. (3) The reactants are [Br:1][C:2]1[C:3]([NH2:9])=[N:4][CH:5]=[C:6]([Cl:8])[N:7]=1.[F:10][C:11]1[CH:12]=[C:13](B(O)O)[CH:14]=[N:15][C:16]=1[O:17][CH3:18].C(N(CC)C(C)C)(C)C. The catalyst is ClCCl.O.C([O-])(=O)C.[Cu+2].C([O-])(=O)C. The product is [Br:1][C:2]1[C:3]([NH:9][C:13]2[CH:14]=[N:15][C:16]([O:17][CH3:18])=[C:11]([F:10])[CH:12]=2)=[N:4][CH:5]=[C:6]([Cl:8])[N:7]=1. The yield is 0.175. (4) The reactants are Br[C:2]1[CH:7]=[CH:6][C:5]([NH:8][C:9]([N:11]2[CH2:16][CH2:15][O:14][CH2:13][CH2:12]2)=[O:10])=[C:4]([C:17](=[O:21])[N:18]([CH3:20])[CH3:19])[CH:3]=1.[B:22]1([B:22]2[O:26][C:25]([CH3:28])([CH3:27])[C:24]([CH3:30])([CH3:29])[O:23]2)[O:26][C:25]([CH3:28])([CH3:27])[C:24]([CH3:30])([CH3:29])[O:23]1.C([O-])(=O)C.[K+]. The catalyst is C1C=CC([PH+]([C]2[CH][CH][CH][CH]2)C2C=CC=CC=2)=CC=1.C1C=CC([PH+]([C]2[CH][CH][CH][CH]2)C2C=CC=CC=2)=CC=1.C(Cl)Cl.Cl[Pd]Cl.[Fe].CN(C)C=O. The product is [CH3:19][N:18]([CH3:20])[C:17]([C:4]1[CH:3]=[C:2]([B:22]2[O:26][C:25]([CH3:28])([CH3:27])[C:24]([CH3:30])([CH3:29])[O:23]2)[CH:7]=[CH:6][C:5]=1[NH:8][C:9]([N:11]1[CH2:16][CH2:15][O:14][CH2:13][CH2:12]1)=[O:10])=[O:21]. The yield is 0.620. (5) The reactants are [CH3:1][O:2][C:3](=[O:16])[CH:4]=[CH:5][C:6]1[CH:11]=[CH:10][C:9]([N+:12]([O-:14])=[O:13])=[CH:8][C:7]=1[OH:15].[CH3:17][O:18][CH2:19][CH2:20]O.CCOC(/N=N/C(OCC)=O)=O.C1(P(C2C=CC=CC=2)C2C=CC=CC=2)C=CC=CC=1. The catalyst is C1COCC1.CCOC(C)=O. The product is [CH3:1][O:2][C:3](=[O:16])/[CH:4]=[CH:5]/[C:6]1[CH:11]=[CH:10][C:9]([N+:12]([O-:14])=[O:13])=[CH:8][C:7]=1[O:15][CH2:20][CH2:19][O:18][CH3:17]. The yield is 0.800.